From a dataset of Experimentally validated miRNA-target interactions with 360,000+ pairs, plus equal number of negative samples. Binary Classification. Given a miRNA mature sequence and a target amino acid sequence, predict their likelihood of interaction. (1) The miRNA is hsa-miR-3613-3p with sequence ACAAAAAAAAAAGCCCAACCCUUC. The protein sequence of the target gene is MASNKTTLQKMGKKQNGKSKKVEEAEPEEFVVEKVLDRRVVNGKVEYFLKWKGFTDADNTWEPEENLDCPELIEAFLNSQKAGKEKDGTKRKSLSDSESDDSKSKKKRDAADKPRGFARGLDPERIIGATDSSGELMFLMKWKDSDEADLVLAKEANMKCPQIVIAFYEERLTWHSCPEDEAQ. Result: 1 (interaction). (2) The miRNA is hsa-miR-146b-5p with sequence UGAGAACUGAAUUCCAUAGGCUG. The protein sequence of the target gene is MKRHEMVAKHLVMFYYFAQHLWPEQNIRDSFQKVTLRRYRKCGYENLQLRKGCKSVVECKQHKGDYSGLNQCLKTTLSKIFQCNKYVEVFHKISNSNRHKMRHTENKHFKCKECRKTFCMLSHLTQHKRIQTRVNFYKCEAYGRAFNWSSTLNKHKRIHTGEKPYKCKECGKAFNQTSHLIRHKRIHTEEKPYKCEECGKAFNQSSTLTTHNIIHTGEIPYKCEKCVRAFNQASKLTEHKLIHTGEKRYECEECGKAFNRSSKLTEHKYIHTGEKLYKCEECGKAFNQSSTLTTHKRIHS.... Result: 1 (interaction). (3) The miRNA is hsa-miR-146a-5p with sequence UGAGAACUGAAUUCCAUGGGUU. The protein sequence of the target gene is MPVAVMAESAFSFKKLLDQCENQELEAPGGIATPPVYGQLLALYLLHNDMNNARYLWKRIPPAIKSANSELGGIWSVGQRIWQRDFPGIYTTINAHQWSETVQPIMEALRDATRRRAFALVSQAYTSIIADDFAAFVGLPVEEAVKGILEQGWQADSTTRMVLPRKPVAGALDVSFNKFIPLSEPAPVPPIPNEQQLARLTDYVAFLEN. Result: 1 (interaction). (4) The miRNA is hsa-miR-548al with sequence AACGGCAAUGACUUUUGUACCA. The protein sequence of the target gene is MAASVLNTVLRRLPMLSLFRGSHRVQVPLQTLCTKAPSEEDSLSSVPISPYKDEPWKYLESEEYQERYGSRPVWADYRRNHKGGVPPQRTRKTCIRRNKVVGNPCPICRDHKLHVDFRNVKLLEQFVCAHTGIIFYAPYTGVCVKQHKRLTQAIQKARDHGLLIYHIPQVEPRDLDFSTSHGAVSATPPAPTLVSGDPWYPWYNWKQPPERELSRLRRLYQGHLQEESGPPPESMPKMPPRTPAEASSTGQTGPQSAL. Result: 1 (interaction). (5) The miRNA is hsa-miR-8052 with sequence CGGGACUGUAGAGGGCAUGAGC. The protein sequence of the target gene is MATGGQQKENTLLHLFAGGCGGTVGAIFTCPLEVIKTRLQSSRLALRTVYYPQVHLGTISGAGMVRPTSVTPGLFQVLKSILEKEGPKSLFRGLGPNLVGVAPSRAVYFACYSKAKEQFNGIFVPNSNIVHIFSAGSAAFITNSLMNPIWMVKTRMQLEQKVRGSKQMNTLQCARYVYQTEGIRGFYRGLTASYAGISETIICFAIYESLKKYLKEAPLASSANGTEKNSTSFFGLMAAAALSKGCASCIAYPHEVIRTRLREEGTKYKSFVQTARLVFREEGYLAFYRGLFAQLIRQIP.... Result: 1 (interaction). (6) The miRNA is hsa-miR-1914-3p with sequence GGAGGGGUCCCGCACUGGGAGG. The protein sequence of the target gene is MAGAAPTTAFGQAVIGPPGSGKTTYCLGMSEFLRALGRRVAVVNLDPANEGLPYECAVDVGELVGLGDVMDALRLGPNGGLLYCMEYLEANLDWLRAKLDPLRGHYFLFDCPGQVELCTHHGALRSIFSQMAQWDLRLTAVHLVDSHYCTDPAKFISVLCTSLATMLHVELPHINLLSKMDLIEHYGKLAFNLDYYTEVLDLSYLLDHLASDPFFRHYRQLNEKLVQLIEDYSLVSFIPLNIQDKESIQRVLQAVDKANGYCFRAQEQRSLEAMMSAAMGADFHFSSTLGIQEKYLAPSN.... Result: 1 (interaction). (7) The miRNA is hsa-miR-3944-3p with sequence UUCGGGCUGGCCUGCUGCUCCGG. The protein sequence of the target gene is MWDPRAARVPPRDLAVLLCNKSNAFFSLGKWNEAFVAAKECLQWDPTYVKGYYRAGYSLLRLHQPYEAARMFFEGLRLVQRSQDQAPVADFLVGVFTTMSSDSIVLQSFLPCFDHIFTTGFPTEVWQSVIEKLAKKGLWHSFLLLSAKKDRLPRNIHVPELSLKSLFEKYVFIGLYEKMEQVPKLVQWLISIGASVETIGPYPLHALMRLCIQARENHLFRWLMDHKPEWKGRINQKDGDGCTVLHVVAAHSPGYLVKRQTEDVQMLLRFGADPTLLDRQSRSVVDVLKRNKNFKAIEKI.... Result: 0 (no interaction).